This data is from In vitro SARS-CoV-2 activity screen of 1,480 approved drugs from Prestwick library. The task is: Binary Classification. Given a drug SMILES string, predict its activity (active/inactive) in a high-throughput screening assay against a specified biological target. (1) The drug is CCCCC(CC)CN=C(N)NC(N)=NCCCCCCN=C(N)NC(N)=NCC(CC)CCCC.Cl.Cl. The result is 0 (inactive). (2) The molecule is O=P1(N(CCCl)CCCl)NCCCO1. The result is 0 (inactive).